From a dataset of Peptide-MHC class II binding affinity with 134,281 pairs from IEDB. Regression. Given a peptide amino acid sequence and an MHC pseudo amino acid sequence, predict their binding affinity value. This is MHC class II binding data. (1) The peptide sequence is VLNRKTFEREYPTIK. The MHC is DRB1_0901 with pseudo-sequence DRB1_0901. The binding affinity (normalized) is 0.272. (2) The peptide sequence is VTFKNAHAKKPEVVV. The MHC is DRB1_1302 with pseudo-sequence DRB1_1302. The binding affinity (normalized) is 0.